This data is from NCI-60 drug combinations with 297,098 pairs across 59 cell lines. The task is: Regression. Given two drug SMILES strings and cell line genomic features, predict the synergy score measuring deviation from expected non-interaction effect. (1) Cell line: NCI/ADR-RES. Drug 1: C1=NC2=C(N=C(N=C2N1C3C(C(C(O3)CO)O)O)F)N. Synergy scores: CSS=28.6, Synergy_ZIP=0.0669, Synergy_Bliss=-0.777, Synergy_Loewe=-3.58, Synergy_HSA=-2.93. Drug 2: CS(=O)(=O)CCNCC1=CC=C(O1)C2=CC3=C(C=C2)N=CN=C3NC4=CC(=C(C=C4)OCC5=CC(=CC=C5)F)Cl. (2) Drug 1: CC=C1C(=O)NC(C(=O)OC2CC(=O)NC(C(=O)NC(CSSCCC=C2)C(=O)N1)C(C)C)C(C)C. Drug 2: COCCOC1=C(C=C2C(=C1)C(=NC=N2)NC3=CC=CC(=C3)C#C)OCCOC.Cl. Cell line: HCT-15. Synergy scores: CSS=8.35, Synergy_ZIP=-3.51, Synergy_Bliss=-7.11, Synergy_Loewe=-3.52, Synergy_HSA=-4.58. (3) Drug 1: C1=C(C(=O)NC(=O)N1)N(CCCl)CCCl. Drug 2: CS(=O)(=O)CCNCC1=CC=C(O1)C2=CC3=C(C=C2)N=CN=C3NC4=CC(=C(C=C4)OCC5=CC(=CC=C5)F)Cl. Cell line: HCC-2998. Synergy scores: CSS=8.10, Synergy_ZIP=3.54, Synergy_Bliss=6.56, Synergy_Loewe=3.75, Synergy_HSA=4.71. (4) Drug 1: CNC(=O)C1=CC=CC=C1SC2=CC3=C(C=C2)C(=NN3)C=CC4=CC=CC=N4. Drug 2: CN(C(=O)NC(C=O)C(C(C(CO)O)O)O)N=O. Cell line: UACC-257. Synergy scores: CSS=-4.43, Synergy_ZIP=-0.690, Synergy_Bliss=-7.68, Synergy_Loewe=-7.67, Synergy_HSA=-8.30. (5) Drug 1: C1=NC2=C(N=C(N=C2N1C3C(C(C(O3)CO)O)O)F)N. Drug 2: C1CN1C2=NC(=NC(=N2)N3CC3)N4CC4. Cell line: SK-OV-3. Synergy scores: CSS=20.3, Synergy_ZIP=-1.87, Synergy_Bliss=3.02, Synergy_Loewe=-4.82, Synergy_HSA=2.97. (6) Cell line: MOLT-4. Synergy scores: CSS=13.6, Synergy_ZIP=0.844, Synergy_Bliss=5.02, Synergy_Loewe=7.49, Synergy_HSA=6.05. Drug 2: CC1=C(C(CCC1)(C)C)C=CC(=CC=CC(=CC(=O)O)C)C. Drug 1: CC1=C(C=C(C=C1)NC2=NC=CC(=N2)N(C)C3=CC4=NN(C(=C4C=C3)C)C)S(=O)(=O)N.Cl.